This data is from Full USPTO retrosynthesis dataset with 1.9M reactions from patents (1976-2016). The task is: Predict the reactants needed to synthesize the given product. (1) Given the product [CH2:18]([Sn:13]([CH2:9][CH2:10][CH2:11][CH3:12])([CH2:14][CH2:15][CH2:16][CH3:17])[C:37]([C:39]([F:42])([F:41])[F:40])=[CH2:38])[CH2:19][CH2:20][CH3:21], predict the reactants needed to synthesize it. The reactants are: [Li+].CC([N-]C(C)C)C.[CH2:9]([SnH:13]([CH2:18][CH2:19][CH2:20][CH3:21])[CH2:14][CH2:15][CH2:16][CH3:17])[CH2:10][CH2:11][CH3:12].C([SnH](CCCC)CCCC)CCC.[Li].Br[C:37]([C:39]([F:42])([F:41])[F:40])=[CH2:38]. (2) Given the product [CH3:19][CH2:18][O:17][C:8]([CH2:9][CH:10]([S:7][P:3]([O:5][CH3:6])([O:2][CH3:1])=[S:4])[C:11]([O:13][CH2:14][CH3:15])=[O:12])=[O:16], predict the reactants needed to synthesize it. The reactants are: [CH3:1][O:2][P:3](=[S:7])([O:5][CH3:6])[SH:4].[C:8]([O:17][CH2:18][CH3:19])(=[O:16])/[CH:9]=[CH:10]\[C:11]([O:13][CH2:14][CH3:15])=[O:12].C1(C=CC(O)=CC=1)O. (3) Given the product [C:1]([O:5][C:6](=[O:42])[NH:7][C@H:8]([CH2:23][OH:24])[CH2:9][CH2:10][N:11]1[CH2:12][CH:13]([S:15][C:16]2[CH:17]=[CH:18][C:19]([Cl:22])=[CH:20][CH:21]=2)[CH2:14]1)([CH3:2])([CH3:4])[CH3:3], predict the reactants needed to synthesize it. The reactants are: [C:1]([O:5][C:6](=[O:42])[NH:7][C@H:8]([C:23](C1C=CC=CC=1)(C1C=CC=CC=1)[O:24][SiH2]C(C)(C)C)[CH2:9][CH2:10][N:11]1[CH2:14][CH:13]([S:15][C:16]2[CH:21]=[CH:20][C:19]([Cl:22])=[CH:18][CH:17]=2)[CH2:12]1)([CH3:4])([CH3:3])[CH3:2].[F-].C([N+](CCCC)(CCCC)CCCC)CCC. (4) Given the product [N:5]1[C:6]2[O:7][C:8]3[CH2:9][CH2:10][CH2:11][C:12]=3[C:13]=2[C:2]([NH:20][C@H:17]2[CH2:18][CH2:19][C@H:14]([NH2:21])[CH2:15][CH2:16]2)=[N:3][CH:4]=1, predict the reactants needed to synthesize it. The reactants are: Cl[C:2]1[N:3]=[CH:4][N:5]=[C:6]2[C:13]=1[C:12]1[CH2:11][CH2:10][CH2:9][C:8]=1[O:7]2.[C@H:14]1([NH2:21])[CH2:19][CH2:18][C@H:17]([NH2:20])[CH2:16][CH2:15]1. (5) Given the product [CH3:8][O:9][C:10]1[CH:15]=[CH:14][C:13]([C@@H:16]2[C@H:21]([O:22][CH2:23][C:24]#[CH:25])[CH2:20][NH:19][CH2:18][C@@H:17]2[O:26][CH2:27][C:38]2[CH:39]=[CH:40][C:41]3[O:46][CH2:45][CH2:44][N:43]([CH2:47][CH2:48][CH2:49][O:50][CH3:51])[C:42]=3[CH:52]=2)=[CH:12][CH:11]=1, predict the reactants needed to synthesize it. The reactants are: P([O-])(O)(O)=O.[Na+].[Na].[CH3:8][O:9][C:10]1[CH:15]=[CH:14][C:13]([C@@H:16]2[C@H:21]([O:22][CH2:23][C:24]#[CH:25])[CH2:20][NH:19][CH2:18][C@@H:17]2[O:26][CH:27]([C:38]2[CH:39]=[CH:40][C:41]3[O:46][CH2:45][CH2:44][N:43]([CH2:47][CH2:48][CH2:49][O:50][CH3:51])[C:42]=3[CH:52]=2)S(C2C=CC(C)=CC=2)(=O)=O)=[CH:12][CH:11]=1.